This data is from Catalyst prediction with 721,799 reactions and 888 catalyst types from USPTO. The task is: Predict which catalyst facilitates the given reaction. (1) Reactant: [CH3:1][O:2][C:3]1[CH:11]=[CH:10][C:6]([C:7]([OH:9])=[O:8])=[C:5]([N+:12]([O-:14])=[O:13])[CH:4]=1.S(OC)(O[CH3:19])(=O)=O. Product: [CH3:1][O:2][C:3]1[CH:11]=[CH:10][C:6]([C:7]([O:9][CH3:19])=[O:8])=[C:5]([N+:12]([O-:14])=[O:13])[CH:4]=1. The catalyst class is: 1. (2) Reactant: [F:1][C:2]1[CH:14]=[CH:13][C:5]2[C:6](=O)[NH:7][CH2:8][C:9](=O)[NH:10][C:4]=2[CH:3]=1.[H-].[Al+3].[Li+].[H-].[H-].[H-]. Product: [F:1][C:2]1[CH:14]=[CH:13][C:5]2[CH2:6][NH:7][CH2:8][CH2:9][NH:10][C:4]=2[CH:3]=1. The catalyst class is: 1. (3) Reactant: [Br:1][C:2]1[CH:10]=[C:9]([C:11]([F:14])([F:13])[F:12])[CH:8]=[C:7]2[C:3]=1[CH2:4][CH2:5][NH:6]2.[CH2:15]([N:17]([CH2:20]C)[CH2:18]C)C.ClC(O[C:27](=O)[O:28][C:29](Cl)(Cl)Cl)(Cl)Cl.C(=O)([O-])[OH:35].[Na+]. Product: [Br:1][C:2]1[CH:10]=[C:9]([C:11]([F:12])([F:13])[F:14])[CH:8]=[C:7]2[C:3]=1[CH2:4][CH2:5][N:6]2[C:15]([N:17]1[CH2:20][CH2:27][O:28][CH2:29][CH2:18]1)=[O:35]. The catalyst class is: 13. (4) Reactant: [CH2:1]([NH:8][C:9]([CH3:13])([CH3:12])[CH2:10][OH:11])[C:2]1[CH:7]=[CH:6][CH:5]=[CH:4][CH:3]=1.C(N(C(C)C)CC)(C)C.[S:23](Cl)(Cl)=[O:24]. Product: [CH2:1]([N:8]1[C:9]([CH3:13])([CH3:12])[CH2:10][O:11][S:23]1=[O:24])[C:2]1[CH:7]=[CH:6][CH:5]=[CH:4][CH:3]=1. The catalyst class is: 4. (5) Reactant: O[N:2]=[CH:3][C:4]1[S:8][C:7]([C:9]([O:11][CH3:12])=[O:10])=[CH:6][CH:5]=1. Product: [C:3]([C:4]1[S:8][C:7]([C:9]([O:11][CH3:12])=[O:10])=[CH:6][CH:5]=1)#[N:2]. The catalyst class is: 152. (6) Reactant: [CH:1]1[C:6]([C:7]2[O:17][C:16]3[CH:15]=[C:14]([OH:18])[CH:13]=[C:12]([OH:19])[C:11]=3[C:9](=[O:10])[C:8]=2[OH:20])=[CH:5][C:4]([OH:21])=[C:3]([OH:22])[CH:2]=1.O.C(=O)([O-])[O-].[K+].[K+].[CH2:30](Br)[C:31]1[CH:36]=[CH:35][CH:34]=[CH:33][CH:32]=1.Cl. Product: [CH2:30]([O:20][C:8]1[C:9](=[O:10])[C:11]2[C:16](=[CH:15][C:14]([O:18][CH2:9][C:11]3[CH:12]=[CH:13][CH:14]=[CH:15][CH:16]=3)=[CH:13][C:12]=2[OH:19])[O:17][C:7]=1[C:6]1[CH:1]=[CH:2][C:3]([O:22][CH2:7][C:6]2[CH:1]=[CH:2][CH:3]=[CH:4][CH:5]=2)=[C:4]([OH:21])[CH:5]=1)[C:31]1[CH:36]=[CH:35][CH:34]=[CH:33][CH:32]=1. The catalyst class is: 18.